Predict the reactants needed to synthesize the given product. From a dataset of Full USPTO retrosynthesis dataset with 1.9M reactions from patents (1976-2016). (1) Given the product [F:3][C:4]1([F:13])[CH2:9][CH:8]([C:10]([OH:12])=[O:11])[CH2:7][CH2:6][CH2:5]1, predict the reactants needed to synthesize it. The reactants are: [OH-].[Li+].[F:3][C:4]1([F:13])[CH2:9][CH:8]([C:10]([O-:12])=[O:11])[CH2:7][CH2:6][CH2:5]1. (2) Given the product [N:5]1([CH:3]([NH:29][C:27](=[O:28])[CH2:26][C:20]2[CH:21]=[CH:22][C:23]([O:24][CH3:25])=[C:18]([O:17][CH3:16])[CH:19]=2)[C:2]([Cl:15])([Cl:1])[CH3:14])[C:9]2[CH:10]=[CH:11][CH:12]=[CH:13][C:8]=2[N:7]=[N:6]1, predict the reactants needed to synthesize it. The reactants are: [Cl:1][C:2]([Cl:15])([CH3:14])[C:3]([N:5]1[C:9]2[CH:10]=[CH:11][CH:12]=[CH:13][C:8]=2[N:7]=[N:6]1)=O.[CH3:16][O:17][C:18]1[CH:19]=[C:20]([CH2:26][C:27]([NH2:29])=[O:28])[CH:21]=[CH:22][C:23]=1[O:24][CH3:25].